Predict the reactants needed to synthesize the given product. From a dataset of Full USPTO retrosynthesis dataset with 1.9M reactions from patents (1976-2016). (1) Given the product [Br:4][C:5]1[CH:10]=[CH:9][C:8]([Cl:11])=[CH:7][C:6]=1[CH2:12][C:1]#[N:2], predict the reactants needed to synthesize it. The reactants are: [C-:1]#[N:2].[K+].[Br:4][C:5]1[CH:10]=[CH:9][C:8]([Cl:11])=[CH:7][C:6]=1[CH2:12]Br. (2) Given the product [Br:1][C:2]1[CH:7]=[CH:6][N:5]=[C:4]2[N:8]([CH3:24])[CH:9]=[C:10]([C:11]3[CH:19]=[C:18]4[C:14]([CH2:15][CH2:16][N:17]4[CH2:20][CH2:21][O:22][CH3:27])=[CH:13][C:12]=3[F:23])[C:3]=12, predict the reactants needed to synthesize it. The reactants are: [Br:1][C:2]1[CH:7]=[CH:6][N:5]=[C:4]2[N:8]([CH3:24])[CH:9]=[C:10]([C:11]3[CH:19]=[C:18]4[C:14]([CH2:15][CH2:16][N:17]4[CH2:20][CH2:21][OH:22])=[CH:13][C:12]=3[F:23])[C:3]=12.[OH-].[K+].[CH3:27]I. (3) Given the product [C:1]1([CH3:21])[CH:6]=[C:5]([CH3:7])[CH:4]=[C:3]([CH3:8])[C:2]=1[NH:9][C:10]1[N:14]([CH3:15])[C:13]2[C:16]([N:20]([CH2:27][CH2:30][CH3:31])[CH2:22][CH2:23][CH3:24])=[CH:17][CH:18]=[CH:19][C:12]=2[N:11]=1, predict the reactants needed to synthesize it. The reactants are: [C:1]1([CH3:21])[CH:6]=[C:5]([CH3:7])[CH:4]=[C:3]([CH3:8])[C:2]=1[NH:9][C:10]1[N:14]([CH3:15])[C:13]2[C:16]([NH2:20])=[CH:17][CH:18]=[CH:19][C:12]=2[N:11]=1.[CH:22](=O)[CH2:23][CH3:24].[BH3-][C:27]#N.[Na+].[C:30](O)(=O)[CH3:31]. (4) Given the product [CH3:28][C:29]1[CH:34]=[CH:33][C:32]([S:35]([O:20][CH:5]2[CH:4]([N:1]=[N+:2]=[N-:3])[CH2:10][CH2:9][N:8]([C:11]3[N:15]([CH3:16])[N:14]=[CH:13][C:12]=3[N+:17]([O-:19])=[O:18])[CH2:7][CH2:6]2)(=[O:37])=[O:36])=[CH:31][CH:30]=1, predict the reactants needed to synthesize it. The reactants are: [N:1]([CH:4]1[CH2:10][CH2:9][N:8]([C:11]2[N:15]([CH3:16])[N:14]=[CH:13][C:12]=2[N+:17]([O-:19])=[O:18])[CH2:7][CH2:6][CH:5]1[OH:20])=[N+:2]=[N-:3].C(N(CC)CC)C.[CH3:28][C:29]1[CH:34]=[CH:33][C:32]([S:35](Cl)(=[O:37])=[O:36])=[CH:31][CH:30]=1.O. (5) The reactants are: [CH:1]1([C:4]2[NH:8][N:7]=[C:6]([NH:9][C:10]3[C:15](N)=[CH:14][N:13]=[C:12]([C:17]4[CH:22]=[CH:21][CH:20]=[CH:19][N:18]=4)[N:11]=3)[CH:5]=2)[CH2:3][CH2:2]1.[ClH:23].N([O-])=O.[Na+].CC1C=CC(COC(NNC(C2C=NC=CN=2)=O)=O)=CC=1.C([O-])([O-])=O.[Na+].[Na+]. Given the product [Cl:23][C:15]1[C:10]([NH:9][C:6]2[CH:5]=[C:4]([CH:1]3[CH2:3][CH2:2]3)[NH:8][N:7]=2)=[N:11][C:12]([C:17]2[CH:22]=[CH:21][CH:20]=[CH:19][N:18]=2)=[N:13][CH:14]=1, predict the reactants needed to synthesize it.